This data is from Full USPTO retrosynthesis dataset with 1.9M reactions from patents (1976-2016). The task is: Predict the reactants needed to synthesize the given product. (1) Given the product [CH2:20]([C:17]1[CH:18]=[CH:19][C:14]([O:13][CH2:12][C@@H:8]2[CH2:9][CH2:10][CH2:11][N:7]2[CH2:6][CH2:5][CH2:4][C:3]([OH:27])=[O:2])=[CH:15][CH:16]=1)[C:21]1[CH:22]=[CH:23][CH:24]=[CH:25][CH:26]=1, predict the reactants needed to synthesize it. The reactants are: C[O:2][C:3](=[O:27])[CH2:4][CH2:5][CH2:6][N:7]1[CH2:11][CH2:10][CH2:9][C@H:8]1[CH2:12][O:13][C:14]1[CH:19]=[CH:18][C:17]([CH2:20][C:21]2[CH:26]=[CH:25][CH:24]=[CH:23][CH:22]=2)=[CH:16][CH:15]=1.[OH-].[Na+]. (2) Given the product [C:1]([C:3]1[CH:4]=[C:5]([C:13]2[S:14][C:15]([C:18]3[CH:26]=[CH:25][CH:24]=[C:23]4[C:19]=3[CH2:20][CH2:21][C@@H:22]4[NH:27][S:28]([CH2:31][C:32]([OH:34])=[O:33])(=[O:29])=[O:30])=[CH:16][N:17]=2)[CH:6]=[CH:7][C:8]=1[O:9][CH:10]([CH3:12])[CH3:11])#[N:2], predict the reactants needed to synthesize it. The reactants are: [C:1]([C:3]1[CH:4]=[C:5]([C:13]2[S:14][C:15]([C:18]3[CH:26]=[CH:25][CH:24]=[C:23]4[C:19]=3[CH2:20][CH2:21][C@@H:22]4[NH:27][S:28]([CH2:31][C:32]([O:34]C)=[O:33])(=[O:30])=[O:29])=[CH:16][N:17]=2)[CH:6]=[CH:7][C:8]=1[O:9][CH:10]([CH3:12])[CH3:11])#[N:2].[OH-].[Na+].